Dataset: Forward reaction prediction with 1.9M reactions from USPTO patents (1976-2016). Task: Predict the product of the given reaction. (1) Given the reactants [C:1]1([C:7]2[N:12]=[C:11]3[CH2:13][CH2:14][CH2:15][NH:16][C:10]3=[N:9][C:8]=2[C:17]2[CH:22]=[CH:21][CH:20]=[CH:19][CH:18]=2)[CH:6]=[CH:5][CH:4]=[CH:3][CH:2]=1.[OH:23][C:24]1[CH:25]=[C:26]([CH:29]=[CH:30][CH:31]=1)[CH:27]=O.[C:32]([O:35][BH-]([O:35][C:32](=[O:34])[CH3:33])[O:35][C:32](=[O:34])[CH3:33])(=[O:34])[CH3:33].[Na+].C(O)(=O)C.Cl, predict the reaction product. The product is: [C:1]1([C:7]2[N:12]=[C:11]3[CH2:13][CH2:14][CH2:15][N:16]([CH2:27][C:26]4[CH:25]=[C:24]([CH:31]=[CH:30][CH:29]=4)[O:23][CH2:33][C:32]([OH:35])=[O:34])[C:10]3=[N:9][C:8]=2[C:17]2[CH:18]=[CH:19][CH:20]=[CH:21][CH:22]=2)[CH:2]=[CH:3][CH:4]=[CH:5][CH:6]=1. (2) Given the reactants [OH:1][C:2]([C:4]([F:7])([F:6])[F:5])=[O:3].[F:8][C:9]1[CH:14]=[CH:13][C:12]([CH2:15][C@H:16]([NH:31]C(=O)OC(C)(C)C)[C:17](=[O:30])[NH:18][C:19]2[O:23][N:22]=[C:21]([C:24]3[CH:29]=[CH:28][N:27]=[CH:26][CH:25]=3)[CH:20]=2)=[CH:11][CH:10]=1.[C:39]([OH:45])([C:41]([F:44])([F:43])[F:42])=[O:40], predict the reaction product. The product is: [OH:3][C:2]([C:4]([F:7])([F:6])[F:5])=[O:1].[OH:45][C:39]([C:41]([F:44])([F:43])[F:42])=[O:40].[NH2:31][C@@H:16]([CH2:15][C:12]1[CH:11]=[CH:10][C:9]([F:8])=[CH:14][CH:13]=1)[C:17]([NH:18][C:19]1[O:23][N:22]=[C:21]([C:24]2[CH:25]=[CH:26][N:27]=[CH:28][CH:29]=2)[CH:20]=1)=[O:30]. (3) Given the reactants [Cl:1][C:2]1[CH:18]=[C:17]([N+:19]([O-])=O)[CH:16]=[CH:15][C:3]=1[O:4][C:5]1[CH:14]=[CH:13][CH:12]=[C:11]2[C:6]=1[CH:7]=[CH:8][CH:9]=[N:10]2.O.[Cl-].[Ca+2].[Cl-], predict the reaction product. The product is: [Cl:1][C:2]1[CH:18]=[C:17]([CH:16]=[CH:15][C:3]=1[O:4][C:5]1[CH:14]=[CH:13][CH:12]=[C:11]2[C:6]=1[CH:7]=[CH:8][CH:9]=[N:10]2)[NH2:19]. (4) Given the reactants [CH2:1]([O:3][P:4]([CH2:9][NH:10][C:11]1[CH:20]=[CH:19][C:18]2[C:13](=[C:14]([C:22]3[C:31]4[C:26](=[CH:27][CH:28]=[CH:29][CH:30]=4)[CH:25]=[CH:24][CH:23]=3)[CH:15]=[C:16](I)[CH:17]=2)[N:12]=1)(=[O:8])[O:5][CH2:6][CH3:7])[CH3:2].CCN(CC)CC, predict the reaction product. The product is: [CH2:1]([O:3][P:4]([CH2:9][NH:10][C:11]1[CH:20]=[CH:19][C:18]2[C:13](=[C:14]([C:22]3[C:31]4[C:26](=[CH:27][CH:28]=[CH:29][CH:30]=4)[CH:25]=[CH:24][CH:23]=3)[CH:15]=[CH:16][CH:17]=2)[N:12]=1)(=[O:8])[O:5][CH2:6][CH3:7])[CH3:2]. (5) Given the reactants [N:1]1[NH:2][N:3]=[N:4][C:5]=1[CH2:6][C:7]([OH:9])=O.[CH2:10]([C@@H:17]1[NH:22][CH2:21][CH2:20][N:19]([C:23]2[CH:28]=[CH:27][C:26]([O:29][CH3:30])=[C:25]([O:31][CH:32]3[CH2:35][CH2:34][CH2:33]3)[CH:24]=2)[CH2:18]1)[C:11]1[CH:16]=[CH:15][CH:14]=[CH:13][CH:12]=1, predict the reaction product. The product is: [CH2:10]([C@H:17]1[CH2:18][N:19]([C:23]2[CH:28]=[CH:27][C:26]([O:29][CH3:30])=[C:25]([O:31][CH:32]3[CH2:35][CH2:34][CH2:33]3)[CH:24]=2)[CH2:20][CH2:21][N:22]1[C:7](=[O:9])[CH2:6][C:5]1[N:4]=[N:3][NH:2][N:1]=1)[C:11]1[CH:12]=[CH:13][CH:14]=[CH:15][CH:16]=1. (6) Given the reactants Cl[C:2]1[CH:11]=[CH:10][C:9]2[C:4](=[CH:5][CH:6]=[C:7]([CH2:12][C:13]([O:15][CH3:16])=[O:14])[CH:8]=2)[N:3]=1.[CH3:17][C:18]1[C:23](B(O)O)=[CH:22][CH:21]=[CH:20][N:19]=1.C([O-])([O-])=O.[Na+].[Na+], predict the reaction product. The product is: [CH3:17][C:18]1[C:23]([C:2]2[CH:11]=[CH:10][C:9]3[C:4](=[CH:5][CH:6]=[C:7]([CH2:12][C:13]([O:15][CH3:16])=[O:14])[CH:8]=3)[N:3]=2)=[CH:22][CH:21]=[CH:20][N:19]=1. (7) Given the reactants C(O[C:6]([N:8]1[CH2:15][C:14](=[O:16])[CH2:13][C@H:9]1[C:10]([OH:12])=O)=[O:7])(C)(C)C.[O:17]([CH2:24]C(Cl)=O)[C:18]1[CH:23]=[CH:22][CH:21]=[CH:20][CH:19]=1.[N:28]1([C:33]2[CH:38]=[CH:37][CH:36]=[CH:35][C:34]=2[NH2:39])[CH:32]=[CH:31][CH:30]=[CH:29]1, predict the reaction product. The product is: [O:16]=[C:14]1[CH2:15][N:8]([C:6](=[O:7])[CH2:24][O:17][C:18]2[CH:19]=[CH:20][CH:21]=[CH:22][CH:23]=2)[C@H:9]([C:10]([NH:39][C:34]2[CH:35]=[CH:36][CH:37]=[CH:38][C:33]=2[N:28]2[CH:32]=[CH:31][CH:30]=[CH:29]2)=[O:12])[CH2:13]1. (8) Given the reactants [F:1][C:2]1[CH:24]=[CH:23][CH:22]=[CH:21][C:3]=1[O:4][C:5]1[C:18](=[O:19])[N:17]([CH3:20])[C:8]2[N:9]=[C:10](S(C)(=O)=O)[N:11]=[CH:12][C:7]=2[CH:6]=1.[CH:25]1([CH2:28][NH2:29])[CH2:27][CH2:26]1, predict the reaction product. The product is: [CH:25]1([CH2:28][NH:29][C:10]2[N:11]=[CH:12][C:7]3[CH:6]=[C:5]([O:4][C:3]4[CH:21]=[CH:22][CH:23]=[CH:24][C:2]=4[F:1])[C:18](=[O:19])[N:17]([CH3:20])[C:8]=3[N:9]=2)[CH2:27][CH2:26]1. (9) The product is: [NH2:34][C:29]([C:27]1[N:28]=[C:23]([C:20]2[CH:21]=[CH:22][C:17]([C@H:14]3[CH2:13][CH2:12][C@H:11]([C:9]([O:8][CH3:7])=[O:10])[CH2:16][CH2:15]3)=[CH:18][CH:19]=2)[C:24]([CH3:32])=[N:25][CH:26]=1)=[O:30]. Given the reactants ClC(OCC)=O.[CH3:7][O:8][C:9]([C@H:11]1[CH2:16][CH2:15][C@H:14]([C:17]2[CH:22]=[CH:21][C:20]([C:23]3[N:28]=[C:27]([C:29](O)=[O:30])[CH:26]=[N:25][C:24]=3[CH3:32])=[CH:19][CH:18]=2)[CH2:13][CH2:12]1)=[O:10].C[N:34]1CCOCC1.N, predict the reaction product.